The task is: Regression. Given two drug SMILES strings and cell line genomic features, predict the synergy score measuring deviation from expected non-interaction effect.. This data is from NCI-60 drug combinations with 297,098 pairs across 59 cell lines. (1) Drug 1: C1=CC(=CC=C1C#N)C(C2=CC=C(C=C2)C#N)N3C=NC=N3. Drug 2: CC=C1C(=O)NC(C(=O)OC2CC(=O)NC(C(=O)NC(CSSCCC=C2)C(=O)N1)C(C)C)C(C)C. Cell line: SNB-19. Synergy scores: CSS=0.473, Synergy_ZIP=7.43, Synergy_Bliss=5.16, Synergy_Loewe=-61.5, Synergy_HSA=-8.83. (2) Drug 1: C1=CC(=CC=C1C#N)C(C2=CC=C(C=C2)C#N)N3C=NC=N3. Drug 2: C(CC(=O)O)C(=O)CN.Cl. Cell line: SK-MEL-28. Synergy scores: CSS=12.2, Synergy_ZIP=-3.50, Synergy_Bliss=-0.802, Synergy_Loewe=0.301, Synergy_HSA=0.318. (3) Drug 1: C1CNP(=O)(OC1)N(CCCl)CCCl. Drug 2: C1C(C(OC1N2C=NC(=NC2=O)N)CO)O. Cell line: CAKI-1. Synergy scores: CSS=-6.35, Synergy_ZIP=1.65, Synergy_Bliss=-5.06, Synergy_Loewe=-11.2, Synergy_HSA=-10.9. (4) Drug 1: C1=C(C(=O)NC(=O)N1)F. Drug 2: CCC1(C2=C(COC1=O)C(=O)N3CC4=CC5=C(C=CC(=C5CN(C)C)O)N=C4C3=C2)O.Cl. Cell line: HL-60(TB). Synergy scores: CSS=80.2, Synergy_ZIP=-13.2, Synergy_Bliss=-19.5, Synergy_Loewe=-18.1, Synergy_HSA=-16.6. (5) Drug 1: C1C(C(OC1N2C=NC3=C(N=C(N=C32)Cl)N)CO)O. Drug 2: C(CC(=O)O)C(=O)CN.Cl. Cell line: OVCAR-8. Synergy scores: CSS=42.7, Synergy_ZIP=2.60, Synergy_Bliss=2.14, Synergy_Loewe=-33.4, Synergy_HSA=0.942. (6) Drug 1: C1CCN(CC1)CCOC2=CC=C(C=C2)C(=O)C3=C(SC4=C3C=CC(=C4)O)C5=CC=C(C=C5)O. Drug 2: CN1CCC(CC1)COC2=C(C=C3C(=C2)N=CN=C3NC4=C(C=C(C=C4)Br)F)OC. Cell line: U251. Synergy scores: CSS=-0.141, Synergy_ZIP=3.88, Synergy_Bliss=-2.59, Synergy_Loewe=-3.04, Synergy_HSA=-3.32.